Predict the product of the given reaction. From a dataset of Forward reaction prediction with 1.9M reactions from USPTO patents (1976-2016). (1) Given the reactants [Br:1][C:2]1[N:3]=[CH:4][NH:5][CH:6]=1.[H-].[Na+].Br[CH:10]([CH3:12])[CH3:11], predict the reaction product. The product is: [Br:1][C:2]1[N:3]=[CH:4][N:5]([CH:10]([CH3:12])[CH3:11])[CH:6]=1. (2) Given the reactants [N+:1]([C:4]1[CH:9]=[C:8]([CH2:10][N:11]2[CH2:16][CH2:15][CH2:14][CH2:13][CH2:12]2)[CH:7]=[CH:6][C:5]=1[OH:17])([O-])=O.[C:18]([O:22][C:23](O[C:23]([O:22][C:18]([CH3:21])([CH3:20])[CH3:19])=[O:24])=[O:24])([CH3:21])([CH3:20])[CH3:19], predict the reaction product. The product is: [OH:17][C:5]1[CH:6]=[CH:7][C:8]([CH2:10][N:11]2[CH2:16][CH2:15][CH2:14][CH2:13][CH2:12]2)=[CH:9][C:4]=1[NH:1][C:23](=[O:24])[O:22][C:18]([CH3:21])([CH3:20])[CH3:19].